This data is from Catalyst prediction with 721,799 reactions and 888 catalyst types from USPTO. The task is: Predict which catalyst facilitates the given reaction. (1) Reactant: Br[C:2]1[CH:3]=[C:4]([CH:28]=[CH:29][C:30]=1[O:31][CH3:32])[CH2:5][C@H:6]1[C@H:14]2[C@@H:10]([N:11]([CH2:16][C:17]3[CH:22]=[CH:21][CH:20]=[C:19]([CH:23]([CH3:25])[CH3:24])[CH:18]=3)[C:12](=[O:15])[O:13]2)[CH2:9][S:8](=[O:27])(=[O:26])[CH2:7]1.[CH3:33][C:34]1([CH3:41])[C:38]([CH3:40])([CH3:39])[O:37][BH:36][O:35]1.C1COCC1.CCN(CC)CC. Product: [CH:23]([C:19]1[CH:18]=[C:17]([CH:22]=[CH:21][CH:20]=1)[CH2:16][N:11]1[C@@H:10]2[C@H:14]([C@H:6]([CH2:5][C:4]3[CH:28]=[CH:29][C:30]([O:31][CH3:32])=[C:2]([B:36]4[O:37][C:38]([CH3:40])([CH3:39])[C:34]([CH3:41])([CH3:33])[O:35]4)[CH:3]=3)[CH2:7][S:8](=[O:27])(=[O:26])[CH2:9]2)[O:13][C:12]1=[O:15])([CH3:25])[CH3:24]. The catalyst class is: 225. (2) Reactant: [Li+].C[Si]([N-][Si](C)(C)C)(C)C.[C:11]([O:15][C:16](=[O:18])[CH3:17])([CH3:14])([CH3:13])[CH3:12].Br[CH2:20][C:21]1[C:22]([Cl:37])=[N:23][C:24]([S:35][CH3:36])=[N:25][C:26]=1[C:27]1[CH:32]=[CH:31][C:30]([F:33])=[CH:29][C:28]=1[F:34].CO. Product: [Cl:37][C:22]1[C:21]([CH2:20][CH2:17][C:16]([O:15][C:11]([CH3:14])([CH3:13])[CH3:12])=[O:18])=[C:26]([C:27]2[CH:32]=[CH:31][C:30]([F:33])=[CH:29][C:28]=2[F:34])[N:25]=[C:24]([S:35][CH3:36])[N:23]=1. The catalyst class is: 1.